From a dataset of Catalyst prediction with 721,799 reactions and 888 catalyst types from USPTO. Predict which catalyst facilitates the given reaction. Reactant: [CH3:1][C:2]([C:6]1[CH:7]=[C:8]([C:16]2[CH:21]=[CH:20][CH:19]=[C:18]([CH2:22][CH:23]3[S:27][C:26]([N:28]4[CH2:33][CH2:32][O:31][CH2:30][CH2:29]4)=[N:25][C:24]3=[O:34])[CH:17]=2)[CH:9]=[C:10]([N+:13]([O-])=O)[C:11]=1[OH:12])([CH3:5])[CH2:3][CH3:4].P([O-])([O-])O.[Na+].[Na+]. Product: [NH2:13][C:10]1[C:11]([OH:12])=[C:6]([C:2]([CH3:5])([CH3:1])[CH2:3][CH3:4])[CH:7]=[C:8]([C:16]2[CH:21]=[CH:20][CH:19]=[C:18]([CH2:22][CH:23]3[S:27][C:26]([N:28]4[CH2:29][CH2:30][O:31][CH2:32][CH2:33]4)=[N:25][C:24]3=[O:34])[CH:17]=2)[CH:9]=1. The catalyst class is: 394.